Dataset: HIV replication inhibition screening data with 41,000+ compounds from the AIDS Antiviral Screen. Task: Binary Classification. Given a drug SMILES string, predict its activity (active/inactive) in a high-throughput screening assay against a specified biological target. (1) The result is 0 (inactive). The drug is CCOC(=O)C1=C(C)CC2C(=O)OC(=O)C2C1(C)C. (2) The molecule is Cc1ccc(C)c2c1CC(=Cc1ccccc1C(=O)O)C2=O. The result is 0 (inactive). (3) The drug is Cc1nc2ccc3c(ccc4nc(C)c(N=Nc5ccc(C(=N)N)cc5)c(O)c43)c2c(O)c1N=Nc1ccc(C(=N)N)cc1. The result is 0 (inactive). (4) The compound is CCOC(=O)C1(CC=CCBr)CCCCCCCCCCC1=O. The result is 0 (inactive). (5) The drug is COc1ccc(OC)c2c(=S)c3ccccc3[nH]c12. The result is 0 (inactive). (6) The molecule is CC(Cn1c(=O)oc2ccccc21)N(C)C. The result is 0 (inactive).